From a dataset of Catalyst prediction with 721,799 reactions and 888 catalyst types from USPTO. Predict which catalyst facilitates the given reaction. (1) Reactant: [CH2:1]([O:4][CH2:5][CH2:6][C:7]([O:9]C)=[O:8])[CH2:2][CH3:3].[OH-].[Li+]. Product: [CH2:1]([O:4][CH2:5][CH2:6][C:7]([OH:9])=[O:8])[CH2:2][CH3:3]. The catalyst class is: 20. (2) Reactant: Br[C:2]1[C:7]([OH:8])=[C:6](Br)[C:5]([Br:10])=[C:4](Br)[C:3]=1[Br:12].[Al+3].[Cl-].[Cl-].[Cl-]. Product: [Br:10][C:5]1[CH:6]=[C:7]([OH:8])[CH:2]=[C:3]([Br:12])[CH:4]=1. The catalyst class is: 11.